Dataset: Forward reaction prediction with 1.9M reactions from USPTO patents (1976-2016). Task: Predict the product of the given reaction. Given the reactants [N:1]1[CH:6]=[CH:5][CH:4]=[C:3]([CH2:7][CH2:8][CH2:9][CH2:10][CH2:11][CH2:12][CH2:13][CH2:14][C:15]([OH:17])=O)[CH:2]=1.Cl.Cl.[CH2:20]([O:27][C:28](=[O:36])[CH2:29][C@@H:30]([NH2:35])[CH2:31][N:32]([CH3:34])[CH3:33])[C:21]1[CH:26]=[CH:25][CH:24]=[CH:23][CH:22]=1, predict the reaction product. The product is: [CH2:20]([O:27][C:28](=[O:36])[CH2:29][C@@H:30]([NH:35][C:15](=[O:17])[CH2:14][CH2:13][CH2:12][CH2:11][CH2:10][CH2:9][CH2:8][CH2:7][C:3]1[CH:2]=[N:1][CH:6]=[CH:5][CH:4]=1)[CH2:31][N:32]([CH3:33])[CH3:34])[C:21]1[CH:26]=[CH:25][CH:24]=[CH:23][CH:22]=1.